This data is from Full USPTO retrosynthesis dataset with 1.9M reactions from patents (1976-2016). The task is: Predict the reactants needed to synthesize the given product. (1) Given the product [NH2:16][C:15]1[C:14]2[C:9](=[CH:10][CH:11]=[C:12]([O:17][CH3:18])[CH:13]=2)[N:8]=[CH:7][C:6]=1[C:4]([OH:5])=[O:3], predict the reactants needed to synthesize it. The reactants are: C([O:3][C:4]([C:6]1[CH:7]=[N:8][C:9]2[C:14]([C:15]=1[NH2:16])=[CH:13][C:12]([O:17][CH3:18])=[CH:11][CH:10]=2)=[O:5])C.[OH-].[Na+]. (2) Given the product [Cl:16][C:17]1[C:22]([C:2]2[CH:3]=[N:4][CH:5]=[CH:6][C:7]=2[NH:8][C:9](=[O:15])[O:10][C:11]([CH3:14])([CH3:13])[CH3:12])=[CH:21][CH:20]=[C:19]([Cl:26])[N:18]=1, predict the reactants needed to synthesize it. The reactants are: I[C:2]1[CH:3]=[N:4][CH:5]=[CH:6][C:7]=1[NH:8][C:9](=[O:15])[O:10][C:11]([CH3:14])([CH3:13])[CH3:12].[Cl:16][C:17]1[C:22](B(O)O)=[CH:21][CH:20]=[C:19]([Cl:26])[N:18]=1.C1(P(C2C=CC=CC=2)C2C=CC=CC=2)C=CC=CC=1.C(N(CC)CC)C. (3) Given the product [N:1]1[N:2]=[C:3]([C:10]2[CH:19]=[CH:18][C:17]3[C:12](=[C:13]([O:20][CH2:21][C:22]4([O:36][CH3:38])[CH2:28][CH2:27][CH2:26][N:25]([C:29]([O:31][C:32]([CH3:33])([CH3:35])[CH3:34])=[O:30])[CH2:24][CH2:23]4)[CH:14]=[CH:15][CH:16]=3)[N:11]=2)[N:4]2[CH:9]=[CH:8][CH:7]=[CH:6][C:5]=12, predict the reactants needed to synthesize it. The reactants are: [N:1]1[N:2]=[C:3]([C:10]2[CH:19]=[CH:18][C:17]3[C:12](=[C:13]([O:20][CH2:21][C:22]4([OH:36])[CH2:28][CH2:27][CH2:26][N:25]([C:29]([O:31][C:32]([CH3:35])([CH3:34])[CH3:33])=[O:30])[CH2:24][CH2:23]4)[CH:14]=[CH:15][CH:16]=3)[N:11]=2)[N:4]2[CH:9]=[CH:8][CH:7]=[CH:6][C:5]=12.I[CH3:38].[H-].[Na+]. (4) Given the product [C:14]([C:11]1[CH:12]=[C:13]2[C:8]([C:7]([CH3:18])=[N:6][N:5]2[CH2:4][C:3]2[CH:19]=[CH:20][C:21]([Cl:23])=[CH:22][C:2]=2[Cl:1])=[CH:9][CH:10]=1)([OH:16])=[O:15], predict the reactants needed to synthesize it. The reactants are: [Cl:1][C:2]1[CH:22]=[C:21]([Cl:23])[CH:20]=[CH:19][C:3]=1[CH2:4][N:5]1[C:13]2[C:8](=[CH:9][CH:10]=[C:11]([C:14]([O:16]C)=[O:15])[CH:12]=2)[C:7]([CH3:18])=[N:6]1.[OH-].[Na+]. (5) Given the product [CH2:13]([O:20][C:21]1[CH:48]=[C:47]([O:49][CH2:50][CH2:51][N:7]2[CH2:12][CH2:11][O:10][CH2:9][CH2:8]2)[CH:46]=[CH:45][C:22]=1[C:23]([NH:25][C:26]1[CH:38]=[C:37]([C:39]2[CH:44]=[CH:43][CH:42]=[CH:41][CH:40]=2)[CH:36]=[CH:35][C:27]=1[C:28]([O:30][C:31]([CH3:34])([CH3:33])[CH3:32])=[O:29])=[O:24])[C:14]1[CH:15]=[CH:16][CH:17]=[CH:18][CH:19]=1, predict the reactants needed to synthesize it. The reactants are: C(=O)([O-])[O-].[K+].[K+].[NH:7]1[CH2:12][CH2:11][O:10][CH2:9][CH2:8]1.[CH2:13]([O:20][C:21]1[CH:48]=[C:47]([O:49][CH2:50][CH2:51]Br)[CH:46]=[CH:45][C:22]=1[C:23]([NH:25][C:26]1[CH:38]=[C:37]([C:39]2[CH:44]=[CH:43][CH:42]=[CH:41][CH:40]=2)[CH:36]=[CH:35][C:27]=1[C:28]([O:30][C:31]([CH3:34])([CH3:33])[CH3:32])=[O:29])=[O:24])[C:14]1[CH:19]=[CH:18][CH:17]=[CH:16][CH:15]=1.C(=O)(O)[O-].[Na+]. (6) Given the product [Br:13][C:14]1[CH:19]=[C:18]([F:20])[CH:17]=[C:16]2[C:15]=1[CH2:8][CH:2]([CH3:1])[C:3]2=[O:5], predict the reactants needed to synthesize it. The reactants are: [CH3:1][CH:2]([C:8](OCC)=O)[C:3]([O:5]CC)=O.[Br:13][C:14]1[CH:19]=[C:18]([F:20])[CH:17]=[CH:16][C:15]=1CBr.[OH-].[K+].Cl.O=S(Cl)Cl.[Al+3].[Cl-].[Cl-].[Cl-]. (7) Given the product [CH2:1]([O:8][C:9](=[O:10])[CH:11]([NH:29][C:30]([O:32][C:33]([CH3:34])([CH3:35])[CH3:36])=[O:31])[CH2:12][C:13]1[CH:14]=[CH:15][C:16]([O:17][C:18]2[CH:19]=[CH:20][C:21]([C:22](=[O:24])[NH:75][O:74][CH2:67][C:68]3[CH:73]=[CH:72][CH:71]=[CH:70][CH:69]=3)=[CH:25][CH:26]=2)=[CH:27][CH:28]=1)[C:2]1[CH:7]=[CH:6][CH:5]=[CH:4][CH:3]=1, predict the reactants needed to synthesize it. The reactants are: [CH2:1]([O:8][C:9]([CH:11]([NH:29][C:30]([O:32][C:33]([CH3:36])([CH3:35])[CH3:34])=[O:31])[CH2:12][C:13]1[CH:28]=[CH:27][C:16]([O:17][C:18]2[CH:26]=[CH:25][C:21]([C:22]([OH:24])=O)=[CH:20][CH:19]=2)=[CH:15][CH:14]=1)=[O:10])[C:2]1[CH:7]=[CH:6][CH:5]=[CH:4][CH:3]=1.ON1C2C=CC=CC=2N=N1.Cl.CN(C)CCCN=C=NCC.C(N(CC)CC)C.Cl.[CH2:67]([O:74][NH2:75])[C:68]1[CH:73]=[CH:72][CH:71]=[CH:70][CH:69]=1. (8) Given the product [N+:16]([C:3]1[CH:4]=[C:5]([S:7]([N:10]2[CH2:15][CH2:14][CH2:13][CH2:12][CH2:11]2)(=[O:9])=[O:8])[S:6][C:2]=1[N:19]1[CH2:24][CH2:23][CH:22]([C:25]([OH:27])=[O:26])[CH2:21][CH2:20]1)([O-:18])=[O:17], predict the reactants needed to synthesize it. The reactants are: Cl[C:2]1[S:6][C:5]([S:7]([N:10]2[CH2:15][CH2:14][CH2:13][CH2:12][CH2:11]2)(=[O:9])=[O:8])=[CH:4][C:3]=1[N+:16]([O-:18])=[O:17].[NH:19]1[CH2:24][CH2:23][CH:22]([C:25]([OH:27])=[O:26])[CH2:21][CH2:20]1.CN1C(=O)CCC1.